This data is from NCI-60 drug combinations with 297,098 pairs across 59 cell lines. The task is: Regression. Given two drug SMILES strings and cell line genomic features, predict the synergy score measuring deviation from expected non-interaction effect. Drug 1: COC1=CC(=CC(=C1O)OC)C2C3C(COC3=O)C(C4=CC5=C(C=C24)OCO5)OC6C(C(C7C(O6)COC(O7)C8=CC=CS8)O)O. Drug 2: B(C(CC(C)C)NC(=O)C(CC1=CC=CC=C1)NC(=O)C2=NC=CN=C2)(O)O. Cell line: KM12. Synergy scores: CSS=22.5, Synergy_ZIP=2.04, Synergy_Bliss=-2.59, Synergy_Loewe=0.385, Synergy_HSA=0.216.